This data is from Catalyst prediction with 721,799 reactions and 888 catalyst types from USPTO. The task is: Predict which catalyst facilitates the given reaction. (1) Reactant: [Cl:1][C:2]1[N:7]=[C:6](Cl)[C:5]([N+:9]([O-:11])=[O:10])=[CH:4][N:3]=1.[CH2:12]([N:14]1[CH:18]=[C:17]([NH2:19])[CH:16]=[N:15]1)[CH3:13]. Product: [Cl:1][C:2]1[N:7]=[C:6]([NH:19][C:17]2[CH:16]=[N:15][N:14]([CH2:12][CH3:13])[CH:18]=2)[C:5]([N+:9]([O-:11])=[O:10])=[CH:4][N:3]=1. The catalyst class is: 12. (2) Reactant: CN(C(ON1N=NC2C=CC=NC1=2)=[N+](C)C)C.F[P-](F)(F)(F)(F)F.[NH2:25][CH2:26][C:27]1[C:28]([F:44])=[C:29]([O:34][C:35]2[CH:36]=[C:37]([CH:40]=[C:41]([Cl:43])[CH:42]=2)[C:38]#[N:39])[C:30]([Cl:33])=[CH:31][CH:32]=1.[CH3:45][C:46]1[C:47]([C:51](O)=[O:52])=[N:48][NH:49][N:50]=1.CCN(C(C)C)C(C)C. Product: [Cl:33][C:30]1[CH:31]=[CH:32][C:27]([CH2:26][NH:25][C:51]([C:47]2[C:46]([CH3:45])=[N:50][NH:49][N:48]=2)=[O:52])=[C:28]([F:44])[C:29]=1[O:34][C:35]1[CH:36]=[C:37]([C:38]#[N:39])[CH:40]=[C:41]([Cl:43])[CH:42]=1. The catalyst class is: 3.